This data is from Full USPTO retrosynthesis dataset with 1.9M reactions from patents (1976-2016). The task is: Predict the reactants needed to synthesize the given product. Given the product [Cl:11][C:5]1[CH:6]=[C:7]([C:8]([NH2:9])=[O:10])[C:2]2[N:1]=[C:13]([C:15]3[CH:16]=[CH:17][C:18]([CH:21]4[CH2:22][CH2:23][NH:24][CH2:25][CH2:26]4)=[CH:19][CH:20]=3)[NH:12][C:3]=2[CH:4]=1, predict the reactants needed to synthesize it. The reactants are: [NH2:1][C:2]1[C:7]([C:8](=[O:10])[NH2:9])=[CH:6][C:5]([Cl:11])=[CH:4][C:3]=1[NH:12][C:13]([C:15]1[CH:20]=[CH:19][C:18]([CH:21]2[CH2:26][CH2:25][N:24](C(OC(C)(C)C)=O)[CH2:23][CH2:22]2)=[CH:17][CH:16]=1)=O.